This data is from B-cell epitopes from IEDB database with 3,159 antigens for binding position prediction. The task is: Token-level Classification. Given an antigen amino acid sequence, predict which amino acid positions are active epitope sites capable of antibody binding. Output is a list of indices for active positions. (1) Given the antigen sequence: MDTTDCFVALIHIFREIKALFLSRTQGKMEFTLHNGEKKTFYSRPNNHDNCWLNTILQLFRYVDEPFFDWVYDSPENLTLEAIRQLEEVTGLELHEGGPPALVIWNIKHLLHTGVGTASRPSEVCMVDGTDMCLADFHAGIFLKGQEHAVFACVTSNGWYAIDDEDFYPWTPDPSDVLVFVPYDQEPLNGEWKAKVQKRLKGAGQSSPATGSQNQSGNTGSIINNYYMQQYQNSMDTQLGDNAISGGSNEGSTDTTSTHTNNTQNNDWFSRLASSAFSGLFGALLADKKTEETTLLEDRILTTRNGHTTSTTQSSVGVTYGYAVAEDAVSGPNTSGLETRVTQAERFFKKHLFDWTPDLSFGHCHYLELPSEHKGVFGSLMSSYAYMRNGWDIEVTAVGNQFNGGCLLVALVPELKELDTRQKYQLTLFPHQFINPRTNMTAHINVPYVGVNRYDQYELHKPWTLVVMVVAPLTVKTGGSEQIKVYMNAAPTYVHVAGEL..., which amino acid positions are active epitope sites? The epitope positions are: [858, 859, 860, 861, 862, 863, 864, 865, 866, 867, 868, 869, 870, 871, 872, 873, 874, 875]. The amino acids at these positions are: YGEESSRRGDLAALARRV. (2) Given the antigen sequence: ASVAVAVAVLGAGFANQTEVKADGPQKSVSQGGVSLDLYSKLLNENDILRDKQDDYLTKIDELTEKNEELDKKNKKLDSQVDGLIGVVESDEEEAKRSKNMYETFLKQSKDQVNELTAEKDTLAEKAKKLEKDKQISDASRKSLSRDLEASRAAKKELEANHQKLETEHQKLKEDKQISDASRQGLSRDLEASREAKKKVEADLAALTAEHQKLKEEKQISDASRQGLSRDLEASREAKKKVEADLAEANSKLQALEKLNKELEEGKKLSEKEKAELQARLEAEAKA, which amino acid positions are active epitope sites? The epitope positions are: [22, 23, 24, 25, 26, 27, 28, 29, 30, 31, 32, 33, 34, 35, 36, 37, 38, 39, 40, 41]. The amino acids at these positions are: DGPQKSVSQGGVSLDLYSKL. (3) Given the antigen sequence: MSKHKNQRTARTLEKTWDTLNHLIVISSCLYRLNLKSIAQIALSVLAMIISTSLIIAAIIFIISANHKVTLTTVTVQTIKNHTEKNISTYLTQVPPERVNSSKQPTTTSPIHTNSATISPNTKSETHHTTAQTKGRITTSTQTNKPSTKSRSKNPPKKPKDDYHFEVFNFVPCSICGNNQLCKSICKTIPSNKPKKKPTIKPTNKPTTKTTNKRDPKTPAKMPKKEIITNPAKKPTLKTTERDTSISQSTVLDTITPKYTIQQQSLHSTTSENTPSSTQIPTASEPSTLNPN, which amino acid positions are active epitope sites? The epitope positions are: [173, 174, 175, 176, 177, 178, 179, 180, 181, 182, 183, 184, 185, 186, 187]. The amino acids at these positions are: SICGNNQLCKSICKT. (4) Given the antigen sequence: MCGGRGGIWLALAAALLHVSLQGEFQRRLYKELVKNYNPLERPVANDSQPLTVYFSLSLLQIMDVDEKNQVLTTNIWLQMSWTDHYLQWNMSEYPGVKNVRFPDGQIWKPDILLYNSADERFDATFHTNVLVNASGHCQYLPPGIFKSSCYIDVRWFPFDVQQCKLKFGSWSYGGWSLDLQMQEADISSYIPNGEWDLMGIPGKRNEKFYECCKEPYPDVTYTVTMRRRTLYYGLNLLIPCVLISALALLVFLLPADSGEKISLGITVLLSLTVFMLLVAEIMPATSDSVPLIAQYFASTMIIVGLSVVVTVIVLRYHHHDPDGGKMPKWTRIILLNWCAWFLRMKRPGEDKVRPACQHKPRRCSLASVELSAGAGPPTSNGNLLYIGFRGLEGMHCAPTPDSGVVCGRLACSPTHDEHLMHGAHPSDGDPDLAKILEEVRYIANRFRCQDESEVICSEWKFAACVVDRLCLMAFSVFTIICTIGILMSAPNFVEAVSKD..., which amino acid positions are active epitope sites? The epitope positions are: [200, 201, 202, 203, 204, 205, 206, 207, 208, 209, 210, 211]. The amino acids at these positions are: IPGKRNEKFYEC. (5) The epitope positions are: [157, 158, 159, 160, 161, 162, 163, 164]. The amino acids at these positions are: SHRPREAK. Given the antigen sequence: MACSTLSKSPKDKIDPRDLLIPLILFLSLKGARSAAPGSSPHQVYNITWEVTNGDREAVWAISGNHPLWTWWPDLTPDLCMLALSGPPHWGLEYQAPYSSPPGPPCCSGSSGNSAGCSRDCNEPLTSLTPRCNTAWNRLKLDQVTHKSSEGFYVCPGSHRPREAKSCGGPDSFYCASWGCETTGRVYWKPSSSWDYITVDNNLTTNQAVQVCKDNKWCNPLAIRFTNAGRQVTSWTTGHSWGLRLYVTGKDPGLTFGIRLKYQNLGPRVPIGPNPVLADQLSFPLPNPQPKPAKSPPASNSTPTLISPSPTPTQPPPAGTGDRLLNLVQGAYQALNLTNPDKTQECWLCLVSGPPYYEGVAVLGTYSNHTSAPANCSAASQHKLTLSEVTGRGLCIGTVPKTHQALCNTTLKTGKGSYYLVAPAGTMWACNTGLTPCLSATVLNRTTDYCVLVELWPRVTYHPPSYVYSQFENSYRHKREPVSLTLALLLGGLTMGGIAA..., which amino acid positions are active epitope sites? (6) Given the antigen sequence: MSLWLPSEATVYLPPVPVSKVVSTDEYVARTNIYYHAGTSRLLAVGHPYFPIKKPNNNKILVPKVSGLQYRVFRIHLPDPNKFGFPDTSFYNPDTQRLVWACVGVEVGRGQPLGVGISGHPLLNKLDDTENASAYAANAGVDNRECISMDYKQTQLCLIGCKPPIGEHWGKGSPCTNVAVNPGDCPPLELINTVIQDGDMVDTGFGAMDFTTLQANKSEVPLDICTSICKYPDYIKMVSEPYGDSLFFYLRREQMFVRHLFNRAGAVGENVPDDLYIKGSGSTANLASSNYFPTPSGSMVTSDAQIFNKPYWLQRAQGHNNGICWGNQLFVTVVDTTRSTNMSLCAAISTSETTYKNTNFKEYLRHGEEYDLQFIFQLCKITLTADVMTYIHSMNSAILEDWNFGLQPPPGGTLEDTYRFVTSQAIACQKHTPPAPKEDPLKKYTFWEVNLKEKFSADLDQFPLGRKFLLQAGLKAKPKFTLGKRKATPTTSSTSTTAKR..., which amino acid positions are active epitope sites? The epitope positions are: [298, 299, 300, 301, 302, 303, 304, 305, 306, 307, 308, 309, 310, 311, 312]. The amino acids at these positions are: MVTSDAQIFNKPYWL. (7) Given the antigen sequence: MPMTDQPPPGGAYPPPPSSPGSPGGQPTPHPGGQQPPPPPGGSYPPPPPPGGSYPPPPPPSGGYAPPPPGPAIRTLPTQDYTPWLTRALAFVIDILPYVVVHGIGTAILVATQQTACITDVTQYAVNQYCATQNSTLGLVAQWLASIVGLFYLIWNYGYRQGTTGSSVGKSVMKFKVVSEVTGQPVGFGMSVVRALAHFVDAIICFIGFLFPLWDSKRQTLADKIMTTVCLPLDGSESPPS, which amino acid positions are active epitope sites? The epitope positions are: [29, 30, 31, 32, 33, 34, 35]. The amino acids at these positions are: HPGGQQP. (8) Given the antigen sequence: MSVKKLVTLATLTMASVGVTSAALAGGPDYVPAPSYAGVYLEGNLGYAYRPWRKDATTVVGLAKQARLLGSSSRGNGGFTFGADLGYQFNQYFAVEGGWFYLPKVKFTTTGVVNGLAAGTYTVKSGMAYAALKGMAPVYENTYVFGKLGVAYTYNRANAGLPTNKIPATFGSRSRFWNPLFAAGVQYYFTPNWSVNAQYTFVPGYRNASSKRFVAPVTHLFTVGLGYKFLM, which amino acid positions are active epitope sites? The epitope positions are: [145, 146, 147, 148, 149, 150, 151, 152, 153, 154, 155, 156, 157, 158, 159]. The amino acids at these positions are: GKLGVAYTYNRANAG. (9) Given the antigen sequence: MIRSVLASVSPLRQILASQLCTSSITLAGIRPLGPKNKAPDFSGTAVVNGDFKTISMKDYKGKWLILFFCPLDFTFVCPTEITAFSDRCAEFQKLNTELIACSCDSHFSHLAWIQTPRSEGGLGDMKIPVLADFNKDIANAFGVLDHETGISYRGLFLIDPSGEIRHSLVNDLSVGRSVDEAFRTLKAFQFVEKHGEVCPANWSDDKPTIKPGIKESKEYFKKVDGHT, which amino acid positions are active epitope sites? The epitope positions are: [26, 27, 28, 29, 30, 31, 32, 33, 34, 35, 36, 37, 38, 39, 40, 41, 42, 43, 44, 45... (22 total positions)]. The amino acids at these positions are: LAGIRPLGPKNKAPDFSGTAVV.